Task: Predict the product of the given reaction.. Dataset: Forward reaction prediction with 1.9M reactions from USPTO patents (1976-2016) Given the reactants [CH2:1]([O:8][C:9]1[CH:18]=[C:17]2[C:12]([C:13]3[N:21]4[CH2:22][CH2:23][CH2:24][N:25]([C:27]([O:29][C:30]([CH3:33])([CH3:32])[CH3:31])=[O:28])[CH2:26][C:20]4=[N:19][C:14]=3[CH:15]=[N:16]2)=[CH:11][CH:10]=1)[C:2]1[CH:7]=[CH:6][CH:5]=[CH:4][CH:3]=1.C1C=C(Cl)C=C(C(OO)=O)C=1.[OH-].[NH4+:46].C1(C)C=CC(S(Cl)(=O)=O)=CC=1, predict the reaction product. The product is: [NH2:46][C:15]1[C:14]2[N:19]=[C:20]3[CH2:26][N:25]([C:27]([O:29][C:30]([CH3:33])([CH3:32])[CH3:31])=[O:28])[CH2:24][CH2:23][CH2:22][N:21]3[C:13]=2[C:12]2[C:17](=[CH:18][C:9]([O:8][CH2:1][C:2]3[CH:7]=[CH:6][CH:5]=[CH:4][CH:3]=3)=[CH:10][CH:11]=2)[N:16]=1.